Dataset: Forward reaction prediction with 1.9M reactions from USPTO patents (1976-2016). Task: Predict the product of the given reaction. (1) Given the reactants [Br:1][C:2]1[CH:7]=[CH:6][C:5]([C:8]([C:10]2[CH:15]=[CH:14][C:13]([OH:16])=[C:12]([F:17])[CH:11]=2)=O)=[CH:4][CH:3]=1.[C:18]1(=O)[CH2:23][CH2:22][CH2:21][CH2:20][CH2:19]1, predict the reaction product. The product is: [Br:1][C:2]1[CH:7]=[CH:6][C:5]([C:8](=[C:18]2[CH2:23][CH2:22][CH2:21][CH2:20][CH2:19]2)[C:10]2[CH:15]=[CH:14][C:13]([OH:16])=[C:12]([F:17])[CH:11]=2)=[CH:4][CH:3]=1. (2) Given the reactants [C:1]1(/[C:7](=[CH:18]\[F:19])/[CH2:8][N:9](C(OC(C)(C)C)=O)[NH2:10])[CH:6]=[CH:5][CH:4]=[CH:3][CH:2]=1.[ClH:20].O1CCOCC1, predict the reaction product. The product is: [ClH:20].[F:19]/[CH:18]=[C:7](\[C:1]1[CH:6]=[CH:5][CH:4]=[CH:3][CH:2]=1)/[CH2:8][NH:9][NH2:10].